Predict the reactants needed to synthesize the given product. From a dataset of Full USPTO retrosynthesis dataset with 1.9M reactions from patents (1976-2016). (1) Given the product [C:1]([O:5][C:6]([N:8]1[C:16]2[C:11](=[CH:12][CH:13]=[C:14]([CH2:17][OH:18])[CH:15]=2)[CH2:10][CH2:9]1)=[O:7])([CH3:4])([CH3:2])[CH3:3], predict the reactants needed to synthesize it. The reactants are: [C:1]([O:5][C:6]([N:8]1[C:16]2[C:11](=[CH:12][CH:13]=[C:14]([C:17](O)=[O:18])[CH:15]=2)[CH2:10][CH2:9]1)=[O:7])([CH3:4])([CH3:3])[CH3:2].C1N=CN(C(N2C=NC=C2)=O)C=1.O.[BH4-].[Na+]. (2) Given the product [CH2:9]([O:16][C:17]1[CH:36]=[CH:35][C:20]2[C:21]3[S:22][C:23]([CH2:33][O:34][CH2:6][CH2:5][CH2:4][N:3]([CH3:8])[CH3:2])=[CH:24][C:25]=3[C:26]3[CH:32]=[CH:31][CH:30]=[CH:29][C:27]=3[O:28][C:19]=2[CH:18]=1)[C:10]1[CH:11]=[CH:12][CH:13]=[CH:14][CH:15]=1, predict the reactants needed to synthesize it. The reactants are: Cl.[CH3:2][N:3]([CH3:8])[CH2:4][CH2:5][CH2:6]Cl.[CH2:9]([O:16][C:17]1[CH:36]=[CH:35][C:20]2[C:21]3[S:22][C:23]([CH2:33][OH:34])=[CH:24][C:25]=3[C:26]3[CH:32]=[CH:31][CH:30]=[CH:29][C:27]=3[O:28][C:19]=2[CH:18]=1)[C:10]1[CH:15]=[CH:14][CH:13]=[CH:12][CH:11]=1. (3) Given the product [OH:19][CH:15]1[CH2:16][CH2:17][CH2:18][N:12]([C:28]([O:30][C:31]([CH3:32])([CH3:33])[CH3:34])=[O:29])[CH2:13][CH2:14]1, predict the reactants needed to synthesize it. The reactants are: C([O-])=O.[NH4+].C([N:12]1[CH2:18][CH2:17][CH2:16][CH:15]([OH:19])[CH2:14][CH2:13]1)C1C=CC=CC=1.[C:28](O[C:28]([O:30][C:31]([CH3:34])([CH3:33])[CH3:32])=[O:29])([O:30][C:31]([CH3:34])([CH3:33])[CH3:32])=[O:29].C(=O)([O-])O.[Na+].